Regression. Given a peptide amino acid sequence and an MHC pseudo amino acid sequence, predict their binding affinity value. This is MHC class II binding data. From a dataset of Peptide-MHC class II binding affinity with 134,281 pairs from IEDB. (1) The peptide sequence is TISVFLHSEEGSRAY. The MHC is DRB1_0801 with pseudo-sequence DRB1_0801. The binding affinity (normalized) is 0.413. (2) The peptide sequence is AFKVAATAANGAPAN. The MHC is DRB1_0802 with pseudo-sequence DRB1_0802. The binding affinity (normalized) is 0.604. (3) The peptide sequence is MAISGDDCVVKPIDDRF. The MHC is DRB1_0901 with pseudo-sequence DRB1_0901. The binding affinity (normalized) is 0.131. (4) The peptide sequence is CGSLIGMTNRATWAS. The MHC is HLA-DQA10201-DQB10303 with pseudo-sequence HLA-DQA10201-DQB10303. The binding affinity (normalized) is 0.512. (5) The peptide sequence is KGSDPKKLVLN. The MHC is DRB1_1101 with pseudo-sequence DRB1_1101. The binding affinity (normalized) is 0.0645. (6) The peptide sequence is FGMVQFQKFFNPVTP. The MHC is DRB1_1501 with pseudo-sequence DRB1_1501. The binding affinity (normalized) is 0.354. (7) The binding affinity (normalized) is 0. The peptide sequence is RNPGGVVNVGA. The MHC is HLA-DQA10102-DQB10604 with pseudo-sequence HLA-DQA10102-DQB10604.